From a dataset of Forward reaction prediction with 1.9M reactions from USPTO patents (1976-2016). Predict the product of the given reaction. The product is: [CH2:1]([O:4][C:5]1([CH3:35])[CH2:6][CH2:7][N:8]([C:11]2[N:16]3[N:17]=[C:18]([C:20](=[O:21])[NH:42][CH2:43][C:44](=[O:53])[CH2:45][C:46]4[CH:51]=[CH:50][CH:49]=[CH:48][C:47]=4[Br:52])[CH:19]=[C:15]3[N:14]=[C:13]([CH3:23])[C:12]=2[C@H:24]([O:30][C:31]([CH3:33])([CH3:34])[CH3:32])[C:25]([O:27][CH2:28][CH3:29])=[O:26])[CH2:9][CH2:10]1)[CH:2]=[CH2:3]. Given the reactants [CH2:1]([O:4][C:5]1([CH3:35])[CH2:10][CH2:9][N:8]([C:11]2[N:16]3[N:17]=[C:18]([C:20](O)=[O:21])[CH:19]=[C:15]3[N:14]=[C:13]([CH3:23])[C:12]=2[C@H:24]([O:30][C:31]([CH3:34])([CH3:33])[CH3:32])[C:25]([O:27][CH2:28][CH3:29])=[O:26])[CH2:7][CH2:6]1)[CH:2]=[CH2:3].C(Cl)(=O)C(Cl)=O.[NH2:42][CH2:43][C:44](=[O:53])[CH2:45][C:46]1[CH:51]=[CH:50][CH:49]=[CH:48][C:47]=1[Br:52].Cl.CCN(C(C)C)C(C)C, predict the reaction product.